From a dataset of Full USPTO retrosynthesis dataset with 1.9M reactions from patents (1976-2016). Predict the reactants needed to synthesize the given product. (1) Given the product [CH3:8][C:5]1[CH:6]=[CH:7][C:2]([N:23]2[CH2:22][CH2:21][CH:20]([NH:19][C:12](=[O:13])[O:14][C:15]([CH3:17])([CH3:16])[CH3:18])[CH2:25][CH2:24]2)=[C:3]([N+:9]([O-:11])=[O:10])[CH:4]=1, predict the reactants needed to synthesize it. The reactants are: F[C:2]1[CH:7]=[CH:6][C:5]([CH3:8])=[CH:4][C:3]=1[N+:9]([O-:11])=[O:10].[C:12]([NH:19][CH:20]1[CH2:25][CH2:24][NH:23][CH2:22][CH2:21]1)([O:14][C:15]([CH3:18])([CH3:17])[CH3:16])=[O:13]. (2) Given the product [C:1]([O-:13])(=[O:12])[CH2:2][C:3]([CH2:8][C:9]([O-:11])=[O:10])([C:5]([O-:7])=[O:6])[OH:4].[C:1]([OH:13])(=[O:12])[CH2:2][C:3]([CH2:8][C:9]([OH:11])=[O:10])([C:5]([OH:7])=[O:6])[OH:4], predict the reactants needed to synthesize it. The reactants are: [C:1]([OH:13])(=[O:12])[CH2:2][C:3]([CH2:8][C:9]([OH:11])=[O:10])([C:5]([OH:7])=[O:6])[OH:4]. (3) The reactants are: [Cl:1][C:2]1[N:7]2[N:8]=[C:9]([CH3:11])[CH:10]=[C:6]2[N:5]=[C:4]([NH2:12])[CH:3]=1.N1C=CC=CC=1.[F:19][C:20]([F:32])([F:31])[O:21][C:22]1[CH:30]=[CH:29][C:25]([C:26](Cl)=[O:27])=[CH:24][CH:23]=1. Given the product [Cl:1][C:2]1[N:7]2[N:8]=[C:9]([CH3:11])[CH:10]=[C:6]2[N:5]=[C:4]([NH:12][C:26](=[O:27])[C:25]2[CH:29]=[CH:30][C:22]([O:21][C:20]([F:19])([F:31])[F:32])=[CH:23][CH:24]=2)[CH:3]=1, predict the reactants needed to synthesize it. (4) Given the product [O:21]([C:20]1[C:15]([C:13]2[N:12]=[C:10]([CH3:11])[NH:9][N:2]=2)=[N:16][N:17]([C:29]2[CH:34]=[CH:33][CH:32]=[CH:31][CH:30]=2)[C:18](=[O:28])[CH:19]=1)[C:22]1[CH:23]=[CH:24][CH:25]=[CH:26][CH:27]=1, predict the reactants needed to synthesize it. The reactants are: O.[NH2:2]N.C(O)(=O)C.C[N:9](C)[C:10](=[N:12][C:13]([C:15]1[C:20]([O:21][C:22]2[CH:27]=[CH:26][CH:25]=[CH:24][CH:23]=2)=[CH:19][C:18](=[O:28])[N:17]([C:29]2[CH:34]=[CH:33][CH:32]=[CH:31][CH:30]=2)[N:16]=1)=O)[CH3:11]. (5) Given the product [Br:19][CH2:2][C:3]1[N:8]=[C:7]([CH2:9][CH2:10][C:11]([O:13][C:14]([CH3:17])([CH3:16])[CH3:15])=[O:12])[CH:6]=[CH:5][CH:4]=1, predict the reactants needed to synthesize it. The reactants are: O[CH2:2][C:3]1[N:8]=[C:7]([CH2:9][CH2:10][C:11]([O:13][C:14]([CH3:17])([CH3:16])[CH3:15])=[O:12])[CH:6]=[CH:5][CH:4]=1.C(Br)(Br)(Br)[Br:19].C1(P(C2C=CC=CC=2)C2C=CC=CC=2)C=CC=CC=1. (6) Given the product [NH:14]1[CH2:13][CH2:12][CH:11]([N:3]2[C:4]3[C:5](=[N:6][CH:7]=[CH:8][CH:9]=3)[NH:10][C:2]2=[O:1])[CH2:16][CH2:15]1, predict the reactants needed to synthesize it. The reactants are: [O:1]=[C:2]1[NH:10][C:5]2=[N:6][CH:7]=[CH:8][CH:9]=[C:4]2[N:3]1[CH:11]1[CH2:16][CH2:15][N:14](C(OCC2C=CC=CC=2)=O)[CH2:13][CH2:12]1.[H][H].